Dataset: Peptide-MHC class I binding affinity with 185,985 pairs from IEDB/IMGT. Task: Regression. Given a peptide amino acid sequence and an MHC pseudo amino acid sequence, predict their binding affinity value. This is MHC class I binding data. The peptide sequence is PPSGKGGNY. The MHC is HLA-A02:01 with pseudo-sequence HLA-A02:01. The binding affinity (normalized) is 0.0847.